Dataset: NCI-60 drug combinations with 297,098 pairs across 59 cell lines. Task: Regression. Given two drug SMILES strings and cell line genomic features, predict the synergy score measuring deviation from expected non-interaction effect. (1) Drug 1: CC1C(C(CC(O1)OC2CC(CC3=C2C(=C4C(=C3O)C(=O)C5=C(C4=O)C(=CC=C5)OC)O)(C(=O)C)O)N)O.Cl. Drug 2: C1=CC(=CC=C1CCCC(=O)O)N(CCCl)CCCl. Cell line: SK-MEL-28. Synergy scores: CSS=16.7, Synergy_ZIP=-6.35, Synergy_Bliss=4.53, Synergy_Loewe=-15.6, Synergy_HSA=0.400. (2) Drug 1: C1=C(C(=O)NC(=O)N1)F. Drug 2: C1=CC=C(C(=C1)C(C2=CC=C(C=C2)Cl)C(Cl)Cl)Cl. Cell line: HCC-2998. Synergy scores: CSS=22.3, Synergy_ZIP=-4.54, Synergy_Bliss=-9.18, Synergy_Loewe=-10.2, Synergy_HSA=-9.10.